From a dataset of Reaction yield outcomes from USPTO patents with 853,638 reactions. Predict the reaction yield, written as a fraction of the theoretical maximum amount of product (1.0 means a 100% yield; for example, 0.34 means a 34% yield). (1) The yield is 0.950. The reactants are [CH3:1][C:2]1([CH3:21])[C:6](=N)[N:5]([C:8]2[CH:15]=[CH:14][C:11]([C:12]#[N:13])=[C:10]([C:16]([F:19])([F:18])[F:17])[CH:9]=2)[C:4](=[O:20])[NH:3]1.C(=O)(O)[O-:23]. The catalyst is Cl. The product is [CH3:1][C:2]1([CH3:21])[C:6](=[O:23])[N:5]([C:8]2[CH:15]=[CH:14][C:11]([C:12]#[N:13])=[C:10]([C:16]([F:19])([F:18])[F:17])[CH:9]=2)[C:4](=[O:20])[NH:3]1. (2) The reactants are [C:1]([N:5]1[C:10](=[O:11])[C:9]([Cl:12])=[C:8]([OH:13])[CH:7]=[N:6]1)([CH3:4])([CH3:3])[CH3:2].[Si:14]([O:21][CH2:22][CH2:23][O:24][CH2:25][C:26]1[CH:31]=[CH:30][C:29]([CH2:32]O)=[CH:28][CH:27]=1)([C:17]([CH3:20])([CH3:19])[CH3:18])([CH3:16])[CH3:15].C1(P(C2C=CC=CC=2)C2C=CC=CC=2)C=CC=CC=1.N(C(OC(C)C)=O)=NC(OC(C)C)=O. The catalyst is C1COCC1.C(OCC)(=O)C.CCCCCC. The product is [C:1]([N:5]1[C:10](=[O:11])[C:9]([Cl:12])=[C:8]([O:13][CH2:32][C:29]2[CH:28]=[CH:27][C:26]([CH2:25][O:24][CH2:23][CH2:22][O:21][Si:14]([C:17]([CH3:20])([CH3:19])[CH3:18])([CH3:16])[CH3:15])=[CH:31][CH:30]=2)[CH:7]=[N:6]1)([CH3:4])([CH3:2])[CH3:3]. The yield is 0.660. (3) The reactants are CO[C:3](=[O:11])[C:4]1[CH:9]=[CH:8][CH:7]=[C:6]([Br:10])[CH:5]=1.C[Si](C)(C)[C:14]([F:17])([F:16])[F:15].Cl.CCOC(C)=O. The catalyst is C1(C)C=CC=CC=1.CCCC[N+](CCCC)(CCCC)CCCC.[F-]. The product is [Br:10][C:6]1[CH:5]=[C:4]([C:3](=[O:11])[C:14]([F:17])([F:16])[F:15])[CH:9]=[CH:8][CH:7]=1. The yield is 0.650. (4) The reactants are [OH-].[OH-].[C:3]1([B+2])[CH:8]=[CH:7][CH:6]=[CH:5][CH:4]=1.[F-].[K+].Br[C:13]1[S:14][CH:15]=[CH:16][CH:17]=1. The catalyst is C([O-])(=O)C.[Pd+2].C([O-])(=O)C.C(P(C(C)(C)C)C1C=CC=CC=1C1C=CC=CC=1)(C)(C)C.C1COCC1. The product is [C:3]1([C:13]2[S:14][CH:15]=[CH:16][CH:17]=2)[CH:8]=[CH:7][CH:6]=[CH:5][CH:4]=1. The yield is 0.990. (5) The reactants are [O:1]1CCO[CH:2]1[C:6]1[CH:21]=[CH:20][C:9]([O:10][C:11]2[N:12]=[CH:13][C:14]([C:17]([NH2:19])=[O:18])=[N:15][CH:16]=2)=[C:8]([F:22])[CH:7]=1. The catalyst is C(O)=O. The product is [F:22][C:8]1[CH:7]=[C:6]([CH:2]=[O:1])[CH:21]=[CH:20][C:9]=1[O:10][C:11]1[N:12]=[CH:13][C:14]([C:17]([NH2:19])=[O:18])=[N:15][CH:16]=1. The yield is 0.757.